Dataset: Forward reaction prediction with 1.9M reactions from USPTO patents (1976-2016). Task: Predict the product of the given reaction. (1) Given the reactants [CH3:1]C([O-])(C)C.[K+].[I-].C[S+](C)(C)=O.[C:13]1([C:19]([C:21]2[N:26]=[C:25]3[S:27][C:28]([C:30]([O-:32])=[O:31])=[N:29][C:24]3=[CH:23][CH:22]=2)=[CH2:20])[CH:18]=[CH:17][CH:16]=[CH:15][CH:14]=1.[Na+], predict the reaction product. The product is: [C:13]1([C:19]2([C:21]3[N:26]=[C:25]4[S:27][C:28]([C:30]([OH:32])=[O:31])=[N:29][C:24]4=[CH:23][CH:22]=3)[CH2:1][CH2:20]2)[CH:18]=[CH:17][CH:16]=[CH:15][CH:14]=1. (2) Given the reactants [Cl:1][C:2]1[CH:3]=[C:4]([B:9]([OH:11])[OH:10])[CH:5]=[C:6]([Cl:8])[CH:7]=1.[CH3:12][C:13]([CH2:17]O)([CH2:15]O)[CH3:14], predict the reaction product. The product is: [Cl:8][C:6]1[CH:5]=[C:4]([B:9]2[O:10][CH2:14][C:13]([CH3:17])([CH3:15])[CH2:12][O:11]2)[CH:3]=[C:2]([Cl:1])[CH:7]=1. (3) Given the reactants [Si]([O:18][CH2:19][CH2:20][C@H:21]([O:23][C:24]1[CH:29]=[CH:28][CH:27]=[CH:26][C:25]=1[C:30]1[CH:35]=[CH:34][C:33]([C:36]([OH:38])=O)=[C:32]([F:39])[CH:31]=1)[CH3:22])(C(C)(C)C)(C1C=CC=CC=1)C1C=CC=CC=1.FC(F)(F)C(O)=O.[Br:47][C:48]1[CH:66]=[N:65][C:51]2[O:52][C:53]([CH3:64])([CH3:63])[C:54](=[O:62])[N:55]([CH:56]3[CH2:61][CH2:60][NH:59][CH2:58][CH2:57]3)[C:50]=2[CH:49]=1, predict the reaction product. The product is: [Br:47][C:48]1[CH:66]=[N:65][C:51]2[O:52][C:53]([CH3:63])([CH3:64])[C:54](=[O:62])[N:55]([CH:56]3[CH2:57][CH2:58][N:59]([C:36]([C:33]4[CH:34]=[CH:35][C:30]([C:25]5[CH:26]=[CH:27][CH:28]=[CH:29][C:24]=5[O:23][C@H:21]([CH3:22])[CH2:20][CH2:19][OH:18])=[CH:31][C:32]=4[F:39])=[O:38])[CH2:60][CH2:61]3)[C:50]=2[CH:49]=1. (4) Given the reactants [S:1]1[CH:5]=[CH:4][N:3]=[C:2]1[S:6](Cl)(=[O:8])=[O:7].[N:10]1[CH:15]=[CH:14][CH:13]=[CH:12][CH:11]=1, predict the reaction product. The product is: [N:10]1[C:15]2[C:14](=[CH:14][CH:13]=[CH:12][C:11]=2[NH:10][S:6]([C:2]2[S:1][CH:5]=[CH:4][N:3]=2)(=[O:8])=[O:7])[CH:13]=[CH:12][CH:11]=1. (5) Given the reactants [C:1]([O:5][C:6]([N:8]1[C@H:13]([CH2:14][NH2:15])[CH2:12][C@H:11]2[C@@H:9]1[CH2:10]2)=[O:7])([CH3:4])([CH3:3])[CH3:2].[O:16]1[C:20]2=[CH:21][CH:22]=[CH:23][C:24]([C:25](O)=[O:26])=[C:19]2[CH2:18][CH2:17]1, predict the reaction product. The product is: [C:1]([O:5][C:6]([N:8]1[C@H:13]([CH2:14][NH:15][C:25]([C:24]2[CH:23]=[CH:22][CH:21]=[C:20]3[O:16][CH2:17][CH2:18][C:19]=23)=[O:26])[CH2:12][C@H:11]2[C@@H:9]1[CH2:10]2)=[O:7])([CH3:4])([CH3:3])[CH3:2]. (6) Given the reactants [NH2:1][C:2]1[CH:11]=[CH:10][CH:9]=[C:8]2[C:3]=1[CH:4]=[CH:5][CH:6]=[N:7]2.[CH:12](=O)[CH3:13].CC1C=CC(S)=CC=1, predict the reaction product. The product is: [CH2:12]([NH:1][C:2]1[CH:11]=[CH:10][CH:9]=[C:8]2[C:3]=1[CH:4]=[CH:5][CH:6]=[N:7]2)[CH3:13]. (7) Given the reactants C([O:3][C:4](=[O:43])[CH2:5][CH:6]([C:29]1[CH:34]=[CH:33][CH:32]=[C:31]([O:35][CH2:36][C:37]2[CH:42]=[CH:41][CH:40]=[CH:39][CH:38]=2)[CH:30]=1)[N:7]1[C:15]2[C:10](=[CH:11][C:12]([O:16][CH2:17][CH2:18][C:19]3[CH:28]=[CH:27][C:26]4[CH2:25][CH2:24][CH2:23][NH:22][C:21]=4[N:20]=3)=[CH:13][CH:14]=2)[CH:9]=[CH:8]1)C.[OH-].[Li+].[Cl-].[NH4+], predict the reaction product. The product is: [CH2:36]([O:35][C:31]1[CH:30]=[C:29]([CH:6]([N:7]2[C:15]3[C:10](=[CH:11][C:12]([O:16][CH2:17][CH2:18][C:19]4[CH:28]=[CH:27][C:26]5[CH2:25][CH2:24][CH2:23][NH:22][C:21]=5[N:20]=4)=[CH:13][CH:14]=3)[CH:9]=[CH:8]2)[CH2:5][C:4]([OH:43])=[O:3])[CH:34]=[CH:33][CH:32]=1)[C:37]1[CH:42]=[CH:41][CH:40]=[CH:39][CH:38]=1. (8) Given the reactants Cl.[Cl:2][C:3]1[CH:15]=[CH:14][C:6]([O:7][CH:8]2[CH2:13][CH2:12][NH:11][CH2:10][CH2:9]2)=[CH:5][CH:4]=1.C(N(C(C)C)CC)(C)C.[Cl:25][C:26]1[CH:27]=[C:28]([CH2:33][N:34]=[C:35]=[O:36])[CH:29]=[CH:30][C:31]=1[Cl:32], predict the reaction product. The product is: [Cl:25][C:26]1[CH:27]=[C:28]([CH:29]=[CH:30][C:31]=1[Cl:32])[CH2:33][NH:34][C:35]([N:11]1[CH2:10][CH2:9][CH:8]([O:7][C:6]2[CH:14]=[CH:15][C:3]([Cl:2])=[CH:4][CH:5]=2)[CH2:13][CH2:12]1)=[O:36].